This data is from Forward reaction prediction with 1.9M reactions from USPTO patents (1976-2016). The task is: Predict the product of the given reaction. Given the reactants N[C:2](=[O:35])[CH2:3][CH2:4][C:5]1[CH:6]=[C:7]2[C:12](=[CH:13][CH:14]=1)[N:11]=[C:10]([CH2:15][CH:16]([CH3:18])[CH3:17])[C:9]([CH2:19][NH:20][C:21](=[O:27])[O:22][C:23]([CH3:26])([CH3:25])[CH3:24])=[C:8]2[C:28]1[CH:33]=[CH:32][C:31]([CH3:34])=[CH:30][CH:29]=1.[OH-].[Na+].C([OH:40])C.Cl, predict the reaction product. The product is: [C:23]([O:22][C:21]([NH:20][CH2:19][C:9]1[C:10]([CH2:15][CH:16]([CH3:18])[CH3:17])=[N:11][C:12]2[C:7]([C:8]=1[C:28]1[CH:29]=[CH:30][C:31]([CH3:34])=[CH:32][CH:33]=1)=[CH:6][C:5]([CH2:4][CH2:3][C:2]([OH:40])=[O:35])=[CH:14][CH:13]=2)=[O:27])([CH3:24])([CH3:25])[CH3:26].